From a dataset of Reaction yield outcomes from USPTO patents with 853,638 reactions. Predict the reaction yield, written as a fraction of the theoretical maximum amount of product (1.0 means a 100% yield; for example, 0.34 means a 34% yield). (1) The reactants are [CH3:1][C@H:2]1[C:10]2[C:9]([N:11]3[CH2:16][CH2:15][N:14]([C:17]([O:19][C:20]([CH3:23])([CH3:22])[CH3:21])=[O:18])[CH2:13][CH2:12]3)=[N:8][CH:7]=[N:6][C:5]=2[C:4](=[O:24])[CH2:3]1.C[Li].[CH2:27](OCC)C. The catalyst is C1COCC1. The product is [OH:24][C:4]1([CH3:27])[C:5]2[N:6]=[CH:7][N:8]=[C:9]([N:11]3[CH2:16][CH2:15][N:14]([C:17]([O:19][C:20]([CH3:23])([CH3:22])[CH3:21])=[O:18])[CH2:13][CH2:12]3)[C:10]=2[C@H:2]([CH3:1])[CH2:3]1. The yield is 0.690. (2) The reactants are [C:1]([O:5][C:6]1[CH:7]=[C:8]([CH:12]=[CH:13][CH:14]=1)[C:9]([OH:11])=O)([CH3:4])([CH3:3])[CH3:2].C(Cl)(=O)C(Cl)=O.O1CCCC1.[NH2:26][C:27]1[CH:28]=[C:29]([CH:46]=[CH:47][CH:48]=1)[O:30][C:31]1[CH:32]=[CH:33][C:34]2[N:35]([CH:37]=[C:38]([NH:40][C:41]([CH:43]3[CH2:45][CH2:44]3)=[O:42])[N:39]=2)[N:36]=1. The catalyst is CN(C)C=O.CN1CCCC1=O. The product is [C:1]([O:5][C:6]1[CH:7]=[C:8]([CH:12]=[CH:13][CH:14]=1)[C:9]([NH:26][C:27]1[CH:48]=[CH:47][CH:46]=[C:29]([O:30][C:31]2[CH:32]=[CH:33][C:34]3[N:35]([CH:37]=[C:38]([NH:40][C:41]([CH:43]4[CH2:44][CH2:45]4)=[O:42])[N:39]=3)[N:36]=2)[CH:28]=1)=[O:11])([CH3:2])([CH3:3])[CH3:4]. The yield is 0.570. (3) The reactants are [C:12]([O:11][C:9](O[C:9]([O:11][C:12]([CH3:15])([CH3:14])[CH3:13])=[O:10])=[O:10])([CH3:15])([CH3:14])[CH3:13].[N:16]([CH2:19][C:20]1[CH:25]=[CH:24][C:23]([Br:26])=[C:22]([F:27])[CH:21]=1)=[N+]=[N-]. The catalyst is C(O)C.[Pd]. The product is [Br:26][C:23]1[CH:24]=[CH:25][C:20]([CH2:19][NH:16][C:9]([O:11][C:12]([CH3:13])([CH3:14])[CH3:15])=[O:10])=[CH:21][C:22]=1[F:27]. The yield is 0.250. (4) The catalyst is [Pd].CO.C(Cl)Cl. The product is [CH3:27][N:25]([CH3:26])[CH2:24][CH2:23][CH2:22][C:18]1[CH:17]=[C:16]([CH2:15][CH2:14][C:12]2[N:13]=[C:8]([NH2:3])[CH:9]=[C:10]([CH3:28])[CH:11]=2)[CH:21]=[N:20][CH:19]=1. The reactants are CC1[N:3]([C:8]2[N:13]=[C:12]([CH2:14][CH2:15][C:16]3[CH:17]=[C:18]([C:22]#[C:23][CH2:24][N:25]([CH3:27])[CH3:26])[CH:19]=[N:20][CH:21]=3)[CH:11]=[C:10]([CH3:28])[CH:9]=2)C(C)=CC=1.NO.Cl. The yield is 0.890. (5) The reactants are [C:1]([N:6]1[CH2:11][CH2:10][N:9]([C:12]([C:14]2[CH:15]=[C:16]([CH:21]=[CH:22][CH:23]=2)[C:17]([O:19]C)=[O:18])=[O:13])[CH2:8][CH2:7]1)(=[O:5])[CH:2]([CH3:4])[CH3:3].O.[OH-].[Li+].Cl. The catalyst is O.O1CCCC1. The product is [C:1]([N:6]1[CH2:11][CH2:10][N:9]([C:12]([C:14]2[CH:15]=[C:16]([CH:21]=[CH:22][CH:23]=2)[C:17]([OH:19])=[O:18])=[O:13])[CH2:8][CH2:7]1)(=[O:5])[CH:2]([CH3:4])[CH3:3]. The yield is 0.760. (6) The reactants are [C:1]([C:3]1[CH:8]=[CH:7][CH:6]=[CH:5][C:4]=1[C:9]1[CH:14]=[CH:13][C:12]([CH2:15][C:16]2[C:17](=[O:42])[N:18]([C@H:28]3[CH2:33][CH2:32][C@H:31]([O:34][CH2:35][C:36](N(OC)C)=[O:37])[CH2:30][CH2:29]3)[C:19]3[N:20]([N:25]=[CH:26][CH:27]=3)[C:21]=2[CH2:22][CH2:23][CH3:24])=[CH:11][CH:10]=1)#[N:2].[CH3:43][Mg]Br.C(OCC)(=O)C.[Cl-].[NH4+]. The catalyst is O1CCCC1. The product is [OH:37][CH:36]([CH3:43])[CH2:35][O:34][C@H:31]1[CH2:32][CH2:33][C@H:28]([N:18]2[C:17](=[O:42])[C:16]([CH2:15][C:12]3[CH:13]=[CH:14][C:9]([C:4]4[C:3]([C:1]#[N:2])=[CH:8][CH:7]=[CH:6][CH:5]=4)=[CH:10][CH:11]=3)=[C:21]([CH2:22][CH2:23][CH3:24])[N:20]3[N:25]=[CH:26][CH:27]=[C:19]23)[CH2:29][CH2:30]1. The yield is 0.950. (7) The reactants are [Br:1][C:2]1[C:11]2[C:6](=[C:7]([F:14])[CH:8]=[C:9]([O:12][CH3:13])[CH:10]=2)[N:5]=[CH:4][C:3]=1[C:15]([O:17]CC)=[O:16].[OH-].[Na+].Cl. The catalyst is O1CCCC1.O. The product is [Br:1][C:2]1[C:11]2[C:6](=[C:7]([F:14])[CH:8]=[C:9]([O:12][CH3:13])[CH:10]=2)[N:5]=[CH:4][C:3]=1[C:15]([OH:17])=[O:16]. The yield is 0.900. (8) The reactants are [CH3:1][O:2][C:3]([C@@H:5]1[CH2:9][C:8](=[O:10])[CH2:7][C@@H:6]1[C:11]([O:13][CH3:14])=[O:12])=[O:4].C([O-])([O-])=O.[Ca+2].CN(C=O)C. The catalyst is C1COCC1. The product is [CH3:14][O:13][C:11]([CH:6]1[CH2:7][C:8](=[O:10])[CH:9]=[C:5]1[C:3]([O:2][CH3:1])=[O:4])=[O:12]. The yield is 0.450.